Dataset: Forward reaction prediction with 1.9M reactions from USPTO patents (1976-2016). Task: Predict the product of the given reaction. (1) The product is: [CH2:11]([C:9]1[S:8][C:6]2[N:7]=[C:2]([S:28][CH2:29][CH:30]([OH:32])[CH3:31])[N:3]=[C:4]([N:13]3[CH2:18][CH2:17][N:16]([C:19](=[O:27])[CH2:20][C:21]4[CH:26]=[CH:25][CH:24]=[CH:23][CH:22]=4)[CH2:15][CH2:14]3)[C:5]=2[CH:10]=1)[CH3:12]. Given the reactants Cl[C:2]1[N:3]=[C:4]([N:13]2[CH2:18][CH2:17][N:16]([C:19](=[O:27])[CH2:20][C:21]3[CH:26]=[CH:25][CH:24]=[CH:23][CH:22]=3)[CH2:15][CH2:14]2)[C:5]2[CH:10]=[C:9]([CH2:11][CH3:12])[S:8][C:6]=2[N:7]=1.[SH:28][CH2:29][CH:30]([OH:32])[CH3:31], predict the reaction product. (2) Given the reactants [NH2:1][C:2]1[N:10]=[CH:9][CH:8]=[CH:7][C:3]=1[C:4]([OH:6])=O.ON1C2C=CC=CC=2N=N1.CCN=C=NCCCN(C)C.[CH3:32][O:33][C:34]1[CH:35]=[C:36]([CH:46]=[CH:47][C:48]=1[CH3:49])[S:37][C:38]1[CH:45]=[CH:44][C:41]([CH2:42][NH2:43])=[CH:40][CH:39]=1.C(=O)(O)[O-].[Na+], predict the reaction product. The product is: [CH3:32][O:33][C:34]1[CH:35]=[C:36]([CH:46]=[CH:47][C:48]=1[CH3:49])[S:37][C:38]1[CH:45]=[CH:44][C:41]([CH2:42][NH:43][C:4](=[O:6])[C:3]2[CH:7]=[CH:8][CH:9]=[N:10][C:2]=2[NH2:1])=[CH:40][CH:39]=1. (3) Given the reactants [CH:1]1([C:4]2[CH:5]=[C:6]3[C:11](=[C:12]([F:14])[CH:13]=2)[C:10](=[O:15])[N:9]([C@@H:16]2[CH2:21][CH2:20][CH2:19][N:18](C(OC(C)(C)C)=O)[CH2:17]2)[CH:8]=[CH:7]3)[CH2:3][CH2:2]1.[ClH:29], predict the reaction product. The product is: [ClH:29].[CH:1]1([C:4]2[CH:5]=[C:6]3[C:11](=[C:12]([F:14])[CH:13]=2)[C:10](=[O:15])[N:9]([C@@H:16]2[CH2:21][CH2:20][CH2:19][NH:18][CH2:17]2)[CH:8]=[CH:7]3)[CH2:3][CH2:2]1. (4) Given the reactants [CH2:1]([N:3]1[C:11]([CH2:12]O)=[N:10][C:9]2[C:4]1=[N:5][C:6]([N:20]1[C:24]3[CH:25]=[CH:26][CH:27]=[CH:28][C:23]=3[N:22]=[C:21]1[CH3:29])=[N:7][C:8]=2[N:14]1[CH2:19][CH2:18][O:17][CH2:16][CH2:15]1)[CH3:2].O1CCCC1.P(Br)(Br)[Br:36], predict the reaction product. The product is: [Br:36][CH2:12][C:11]1[N:3]([CH2:1][CH3:2])[C:4]2[C:9]([N:10]=1)=[C:8]([N:14]1[CH2:15][CH2:16][O:17][CH2:18][CH2:19]1)[N:7]=[C:6]([N:20]1[C:24]3[CH:25]=[CH:26][CH:27]=[CH:28][C:23]=3[N:22]=[C:21]1[CH3:29])[N:5]=2.